From a dataset of Forward reaction prediction with 1.9M reactions from USPTO patents (1976-2016). Predict the product of the given reaction. (1) Given the reactants [OH:1][C:2]1[CH:3]=[C:4]2[C:9](=[CH:10][C:11]=1[O:12][CH3:13])[C:8]([CH2:14][C:15]1[CH:20]=[CH:19][CH:18]=[C:17]([O:21][CH2:22][CH3:23])[CH:16]=1)=[N:7][CH:6]=[C:5]2[CH:24]=[O:25].C(=O)([O-])[O-].[K+].[K+].I[CH:33]([CH3:35])[CH3:34], predict the reaction product. The product is: [CH2:22]([O:21][C:17]1[CH:16]=[C:15]([CH:20]=[CH:19][CH:18]=1)[CH2:14][C:8]1[C:9]2[C:4](=[CH:3][C:2]([O:1][CH:33]([CH3:35])[CH3:34])=[C:11]([O:12][CH3:13])[CH:10]=2)[C:5]([CH:24]=[O:25])=[CH:6][N:7]=1)[CH3:23]. (2) The product is: [CH2:1]([N:8]([CH2:21][C:22]1[CH:23]=[CH:24][CH:25]=[CH:26][CH:27]=1)[C@@H:9]([CH:19]=[O:20])[CH2:10][CH2:11]/[CH:12]=[CH:13]/[C:14]([O:16][CH2:17][CH3:18])=[O:15])[C:2]1[CH:3]=[CH:4][CH:5]=[CH:6][CH:7]=1. Given the reactants [CH2:1]([N:8]([CH2:21][C:22]1[CH:27]=[CH:26][CH:25]=[CH:24][CH:23]=1)[C@@H:9]([CH2:19][OH:20])[CH2:10][CH2:11]/[CH:12]=[CH:13]/[C:14]([O:16][CH2:17][CH3:18])=[O:15])[C:2]1[CH:7]=[CH:6][CH:5]=[CH:4][CH:3]=1.C1(CN(CC2CCCC2)[C@@H](C=O)CC/C=C/C(OCC)=O)CCCC1, predict the reaction product. (3) Given the reactants [Cl:1][C:2]1[CH:3]=[C:4]([S:9]([NH:12][C:13]2[CH:14]=[N:15][C:16](S(C)(=O)=O)=[CH:17][C:18]=2[O:19][CH3:20])(=[O:11])=[O:10])[CH:5]=[C:6]([Cl:8])[CH:7]=1.[Cl:25]C1N=CC(N)=C(OC)C=1.CS(C1N=CC(N)=C(OC)C=1)(=O)=O, predict the reaction product. The product is: [Cl:1][C:2]1[CH:3]=[C:4]([S:9]([NH:12][C:13]2[CH:14]=[N:15][C:16]([Cl:25])=[CH:17][C:18]=2[O:19][CH3:20])(=[O:11])=[O:10])[CH:5]=[C:6]([Cl:8])[CH:7]=1. (4) Given the reactants [CH3:1][N:2]1[C:6]2[CH:7]=[CH:8][C:9]([C:11](O)=[O:12])=[CH:10][C:5]=2[N:4]=[C:3]1[NH:14][C:15]1[S:16][C:17]2[CH:23]=[C:22]([O:24][C:25]([F:28])([F:27])[F:26])[CH:21]=[CH:20][C:18]=2[N:19]=1.[NH2:29][CH2:30][C:31]1[S:32][CH:33]=[CH:34][N:35]=1.CN(C(ON1N=NC2C=CC=CC1=2)=[N+](C)C)C.F[P-](F)(F)(F)(F)F.CCN(C(C)C)C(C)C, predict the reaction product. The product is: [S:32]1[CH:33]=[CH:34][N:35]=[C:31]1[CH2:30][NH:29][C:11]([C:9]1[CH:8]=[CH:7][C:6]2[N:2]([CH3:1])[C:3]([NH:14][C:15]3[S:16][C:17]4[CH:23]=[C:22]([O:24][C:25]([F:28])([F:26])[F:27])[CH:21]=[CH:20][C:18]=4[N:19]=3)=[N:4][C:5]=2[CH:10]=1)=[O:12].